Task: Predict which catalyst facilitates the given reaction.. Dataset: Catalyst prediction with 721,799 reactions and 888 catalyst types from USPTO (1) Reactant: [NH2:1][C@@:2]([C:13]1[CH:18]=[CH:17][C:16]([F:19])=[CH:15][C:14]=1[F:20])([CH3:12])[CH2:3][C@H:4]([C:6]1[C:7]([CH3:11])=[N:8][O:9][CH:10]=1)[OH:5].[C:21]([N:29]=[C:30]=[S:31])(=[O:28])[C:22]1[CH:27]=[CH:26][CH:25]=[CH:24][CH:23]=1. Product: [F:20][C:14]1[CH:15]=[C:16]([F:19])[CH:17]=[CH:18][C:13]=1[C@@:2]([NH:1][C:30]([NH:29][C:21](=[O:28])[C:22]1[CH:23]=[CH:24][CH:25]=[CH:26][CH:27]=1)=[S:31])([CH2:3][C@@H:4]([OH:5])[C:6]1[C:7]([CH3:11])=[N:8][O:9][CH:10]=1)[CH3:12]. The catalyst class is: 2. (2) Reactant: [Cl:1][C:2]1[N:7]=[C:6]([C:8]([O:10]CC)=[O:9])[C:5]([CH3:13])=[CH:4][CH:3]=1.[OH-].[K+:15]. Product: [Cl:1][C:2]1[N:7]=[C:6]([C:8]([O-:10])=[O:9])[C:5]([CH3:13])=[CH:4][CH:3]=1.[K+:15]. The catalyst class is: 32. (3) Reactant: [Cl:1][C:2]1[CH:3]=[C:4]([C:10]2[C:14]([C:15]([OH:17])=O)=[CH:13][O:12][N:11]=2)[CH:5]=[CH:6][C:7]=1[O:8][CH3:9].C(N(C(C)C)C(C)C)C.CN(C(ON1N=NC2C=CC=CC1=2)=[N+](C)C)C.[B-](F)(F)(F)F.Cl.[Cl:50][C:51]1[CH:56]=[CH:55][CH:54]=[CH:53][C:52]=1[C:57]1([OH:62])[CH2:61][CH2:60][NH:59][CH2:58]1. Product: [Cl:1][C:2]1[CH:3]=[C:4]([C:10]2[C:14]([C:15]([N:59]3[CH2:60][CH2:61][C:57]([C:52]4[CH:53]=[CH:54][CH:55]=[CH:56][C:51]=4[Cl:50])([OH:62])[CH2:58]3)=[O:17])=[CH:13][O:12][N:11]=2)[CH:5]=[CH:6][C:7]=1[O:8][CH3:9]. The catalyst class is: 3. (4) Reactant: [N+:1]([C:4]1[CH:5]=[C:6]2[C:10](=[CH:11][CH:12]=1)[N:9]([C:13]([NH:15][C:16]1[CH:21]=[CH:20][CH:19]=[CH:18][N:17]=1)=[O:14])[CH2:8][CH2:7]2)([O-])=O.C([O-])=O.[NH4+]. Product: [NH2:1][C:4]1[CH:5]=[C:6]2[C:10](=[CH:11][CH:12]=1)[N:9]([C:13]([NH:15][C:16]1[CH:21]=[CH:20][CH:19]=[CH:18][N:17]=1)=[O:14])[CH2:8][CH2:7]2. The catalyst class is: 129. (5) The catalyst class is: 196. Reactant: Cl[C:2]1[N:7]=[CH:6][C:5]([C:8]2[NH:12][C:11]3[CH:13]=[CH:14][CH:15]=[CH:16][C:10]=3[N:9]=2)=[CH:4][CH:3]=1.[CH2:17]([O:19][C:20]1[CH:21]=[C:22]([CH:31]=[CH:32][C:33]=1[O:34][CH3:35])[CH2:23][N:24]1[CH2:29][CH2:28][CH:27]([NH2:30])[CH2:26][CH2:25]1)[CH3:18]. Product: [NH:9]1[C:10]2[CH:16]=[CH:15][CH:14]=[CH:13][C:11]=2[N:12]=[C:8]1[C:5]1[CH:4]=[CH:3][C:2]([NH:30][CH:27]2[CH2:28][CH2:29][N:24]([CH2:23][C:22]3[CH:31]=[CH:32][C:33]([O:34][CH3:35])=[C:20]([O:19][CH2:17][CH3:18])[CH:21]=3)[CH2:25][CH2:26]2)=[N:7][CH:6]=1. (6) Reactant: [O:1]=[C:2]1[C:10]2[NH:9][C:8]([C:11]([O:13][CH2:14][CH3:15])=[O:12])=[CH:7][C:6]=2[CH2:5][CH2:4][CH2:3]1.CS(O[CH2:21][CH2:22][CH2:23][CH2:24][O:25][CH3:26])(=O)=O.C(=O)([O-])[O-].[Cs+].[Cs+]. Product: [CH3:26][O:25][CH2:24][CH2:23][CH2:22][CH2:21][N:9]1[C:10]2[C:2](=[O:1])[CH2:3][CH2:4][CH2:5][C:6]=2[CH:7]=[C:8]1[C:11]([O:13][CH2:14][CH3:15])=[O:12]. The catalyst class is: 395.